From a dataset of Peptide-MHC class II binding affinity with 134,281 pairs from IEDB. Regression. Given a peptide amino acid sequence and an MHC pseudo amino acid sequence, predict their binding affinity value. This is MHC class II binding data. (1) The peptide sequence is AWMSAAAAQAEQAAT. The MHC is DRB1_0404 with pseudo-sequence DRB1_0404. The binding affinity (normalized) is 0.126. (2) The peptide sequence is DYLKAQQNRRFMIYV. The MHC is DRB1_0301 with pseudo-sequence DRB1_0301. The binding affinity (normalized) is 0.184.